Dataset: Reaction yield outcomes from USPTO patents with 853,638 reactions. Task: Predict the reaction yield, written as a fraction of the theoretical maximum amount of product (1.0 means a 100% yield; for example, 0.34 means a 34% yield). (1) The reactants are [C:1]([O:5][C:6]([NH:8][C@H:9]([C:21]([OH:23])=O)[CH2:10][C:11]1[CH:16]=[CH:15][C:14]([C:17]([O:19][CH3:20])=[O:18])=[CH:13][CH:12]=1)=[O:7])([CH3:4])([CH3:3])[CH3:2].C(N(CC)CC)C.Cl.[CH3:32][NH:33][CH2:34][C:35]([O:37][CH3:38])=[O:36].C1C=CC2N(O)N=NC=2C=1.CCN=C=NCCCN(C)C.C(O)(=O)CC(CC(O)=O)(C(O)=O)O.C(OCC)(=O)C. The catalyst is CN(C)C=O. The product is [C:1]([O:5][C:6]([NH:8][C@H:9]([C:21]([N:33]([CH3:32])[CH2:34][C:35]([O:37][CH3:38])=[O:36])=[O:23])[CH2:10][C:11]1[CH:12]=[CH:13][C:14]([C:17]([O:19][CH3:20])=[O:18])=[CH:15][CH:16]=1)=[O:7])([CH3:2])([CH3:3])[CH3:4]. The yield is 0.770. (2) The reactants are [ClH:1].O[CH2:3][CH2:4][N:5]([CH2:15][C:16]1[CH:21]=[CH:20][CH:19]=[CH:18][CH:17]=1)[CH2:6][C@@H:7]([C:9]1[CH:14]=[CH:13][CH:12]=[CH:11][CH:10]=1)O.[OH-].[Na+].C(N(CC)CC)C.CS([Cl:35])(=O)=O.[CH2:36]([NH2:39])[CH:37]=[CH2:38].C(=O)([O-])[O-].[Na+].[Na+].Cl.C(O)(C)C. The catalyst is C(OCC)(=O)C.C1(C)C=CC=CC=1.O. The product is [ClH:35].[ClH:1].[C:9]1([C@@H:7]2[CH2:6][N:5]([CH2:15][C:16]3[CH:21]=[CH:20][CH:19]=[CH:18][CH:17]=3)[CH2:4][CH2:3][N:39]2[CH2:36][CH:37]=[CH2:38])[CH:14]=[CH:13][CH:12]=[CH:11][CH:10]=1. The yield is 0.710. (3) The reactants are C(N(CC)C(C)C)(C)C.[CH3:10][C:11]1[CH:20]=[CH:19][C:18]2[C:13](=[CH:14][CH:15]=[CH:16][C:17]=2[N:21]2[CH2:26][CH2:25][N:24]([CH2:27][CH2:28][C:29]3[CH:30]=[C:31]([CH:33]=[CH:34][CH:35]=3)N)[CH2:23][CH2:22]2)[N:12]=1.CS(OCCC1C=CC=C([I:49])C=1)(=O)=O. The catalyst is CN(C)C=O. The product is [I:49][C:31]1[CH:30]=[C:29]([CH2:28][CH2:27][N:24]2[CH2:23][CH2:22][N:21]([C:17]3[CH:16]=[CH:15][CH:14]=[C:13]4[C:18]=3[CH:19]=[CH:20][C:11]([CH3:10])=[N:12]4)[CH2:26][CH2:25]2)[CH:35]=[CH:34][CH:33]=1. The yield is 0.600.